This data is from Full USPTO retrosynthesis dataset with 1.9M reactions from patents (1976-2016). The task is: Predict the reactants needed to synthesize the given product. (1) Given the product [CH:2]1([CH2:5][O:6][C:7]2[CH:12]=[C:11]([O:13][CH3:14])[C:10]([F:15])=[CH:9][C:8]=2[C:16]2[C:17]3[NH:24][C:23]([CH3:25])=[C:22]([C:26]([NH:28][CH:29]4[CH2:30][CH2:31][N:32]([C:39](=[O:38])[CH2:40][OH:41])[CH2:33][CH2:34]4)=[O:27])[C:18]=3[N:19]=[CH:20][N:21]=2)[CH2:4][CH2:3]1, predict the reactants needed to synthesize it. The reactants are: Cl.[CH:2]1([CH2:5][O:6][C:7]2[CH:12]=[C:11]([O:13][CH3:14])[C:10]([F:15])=[CH:9][C:8]=2[C:16]2[C:17]3[NH:24][C:23]([CH3:25])=[C:22]([C:26]([NH:28][CH:29]4[CH2:34][CH2:33][NH:32][CH2:31][CH2:30]4)=[O:27])[C:18]=3[N:19]=[CH:20][N:21]=2)[CH2:4][CH2:3]1.C([O:38][CH2:39][C:40](Cl)=[O:41])(=O)C. (2) The reactants are: [CH3:1][C:2]1[NH:3][C:4]2[C:9]([CH:10]=1)=[CH:8][C:7]([NH2:11])=[CH:6][CH:5]=2.[N:12]1([CH2:18][CH2:19][NH:20][C:21]([C:23]2[S:31][C:30]3[C:25](=[N:26][CH:27]=[CH:28][C:29]=3Cl)[CH:24]=2)=[O:22])[CH2:17][CH2:16][O:15][CH2:14][CH2:13]1. Given the product [N:12]1([CH2:18][CH2:19][NH:20][C:21]([C:23]2[S:31][C:30]3[C:25](=[N:26][CH:27]=[CH:28][C:29]=3[NH:11][C:7]3[CH:8]=[C:9]4[C:4](=[CH:5][CH:6]=3)[NH:3][C:2]([CH3:1])=[CH:10]4)[CH:24]=2)=[O:22])[CH2:17][CH2:16][O:15][CH2:14][CH2:13]1, predict the reactants needed to synthesize it.